From a dataset of Full USPTO retrosynthesis dataset with 1.9M reactions from patents (1976-2016). Predict the reactants needed to synthesize the given product. (1) Given the product [C:5]1([N:8]2[C:12]3[CH:13]=[C:14]([C:16]([O:18][CH2:19][CH3:20])=[O:17])[NH:15][C:11]=3[N:10]=[CH:9]2)[CH:4]=[CH:3][CH:2]=[CH:7][CH:6]=1, predict the reactants needed to synthesize it. The reactants are: Br[C:2]1[CH:7]=[CH:6][C:5]([N:8]2[C:12]3[CH:13]=[C:14]([C:16]([O:18][CH2:19][CH3:20])=[O:17])[NH:15][C:11]=3[N:10]=[CH:9]2)=[CH:4][CH:3]=1. (2) Given the product [CH3:1][C:2]1[N:3]([CH2:22][O:23][CH2:24][CH2:25][Si:26]([CH3:28])([CH3:27])[CH3:29])[C:4]([CH3:21])=[C:5]([C:11]2[C:20]3[C:15](=[CH:16][CH:17]=[CH:18][CH:19]=3)[CH:14]=[CH:13][CH:12]=2)[C:6]=1[CH:7]=[O:8], predict the reactants needed to synthesize it. The reactants are: [CH3:1][C:2]1[N:3]([CH2:22][O:23][CH2:24][CH2:25][Si:26]([CH3:29])([CH3:28])[CH3:27])[C:4]([CH3:21])=[C:5]([C:11]2[C:20]3[C:15](=[CH:16][CH:17]=[CH:18][CH:19]=3)[CH:14]=[CH:13][CH:12]=2)[C:6]=1[C:7](OC)=[O:8].[H-].C([Al+]CC(C)C)C(C)C.CO.O.